The task is: Predict the product of the given reaction.. This data is from Forward reaction prediction with 1.9M reactions from USPTO patents (1976-2016). (1) Given the reactants [CH3:1][N:2]1[C:6]([CH3:7])=[C:5]([C:8]([NH:10][C:11]2[CH:33]=[CH:32][C:14]([O:15][C:16]3[CH:21]=[CH:20][N:19]=[C:18]([NH:22][C:23](=[O:31])OC4C=CC=CC=4)[CH:17]=3)=[C:13]([F:34])[CH:12]=2)=[O:9])[C:4](=[O:35])[N:3]1[C:36]1[CH:41]=[CH:40][CH:39]=[CH:38][CH:37]=1.[NH2:42][CH2:43][CH:44]([OH:46])[CH3:45].[CH3:47]N1C(=O)CCC1, predict the reaction product. The product is: [F:34][C:13]1[CH:12]=[C:11]([NH:10][C:8]([C:5]2[C:4](=[O:35])[N:3]([C:36]3[CH:41]=[CH:40][CH:39]=[CH:38][CH:37]=3)[N:2]([CH3:1])[C:6]=2[CH3:7])=[O:9])[CH:33]=[CH:32][C:14]=1[O:15][C:16]1[CH:21]=[CH:20][N:19]=[C:18]([NH:22][C:23]([N:42]([CH2:43][CH:44]([OH:46])[CH3:45])[CH3:47])=[O:31])[CH:17]=1. (2) The product is: [Cl:1][C:2]1[CH:3]=[C:4]2[CH:10]=[CH:9][NH+:8]([O-:19])[C:5]2=[N:6][CH:7]=1. Given the reactants [Cl:1][C:2]1[CH:3]=[C:4]2[CH:10]=[CH:9][NH:8][C:5]2=[N:6][CH:7]=1.ClC1C=CC=C(C(OO)=[O:19])C=1, predict the reaction product. (3) Given the reactants [C:1]([C:4]1[CH:5]=[CH:6][C:7]2[O:11][C:10]([C:12]([NH:14][C:15]3[CH:20]=[CH:19][C:18]([Cl:21])=[CH:17][N:16]=3)=[O:13])=[C:9]([NH:22][C:23]([C@H:25]3[CH2:30][CH2:29][C@H:28]([N:31]([CH:33]=[O:34])[CH3:32])[CH2:27][CH2:26]3)=[O:24])[C:8]=2[CH:35]=1)(O)=[O:2].Cl.[CH3:37][NH:38][CH3:39].ON1C2C=CC=CC=2N=N1.Cl.C(N=C=NCCCN(C)C)C.C(=O)([O-])O.[Na+], predict the reaction product. The product is: [CH3:37][N:38]([CH3:39])[C:1]([C:4]1[CH:5]=[CH:6][C:7]2[O:11][C:10]([C:12]([NH:14][C:15]3[CH:20]=[CH:19][C:18]([Cl:21])=[CH:17][N:16]=3)=[O:13])=[C:9]([NH:22][C:23]([C@H:25]3[CH2:26][CH2:27][C@H:28]([N:31]([CH:33]=[O:34])[CH3:32])[CH2:29][CH2:30]3)=[O:24])[C:8]=2[CH:35]=1)=[O:2]. (4) Given the reactants [NH2:1][C:2]1[CH:18]=[CH:17][C:5]([CH2:6][C:7]2[CH:12]=[CH:11][CH:10]=[CH:9][C:8]=2[NH:13]C(=O)C)=[CH:4][CH:3]=1.[C:19]([C:23]([CH2:25][C:26](OCC)=[O:27])=O)([F:22])([F:21])[F:20].O.[OH-].[Na+], predict the reaction product. The product is: [NH2:13][C:8]1[CH:9]=[CH:10][CH:11]=[CH:12][C:7]=1[CH2:6][C:5]1[CH:17]=[C:18]2[C:2](=[CH:3][CH:4]=1)[NH:1][C:26](=[O:27])[CH:25]=[C:23]2[C:19]([F:22])([F:21])[F:20].